This data is from Full USPTO retrosynthesis dataset with 1.9M reactions from patents (1976-2016). The task is: Predict the reactants needed to synthesize the given product. Given the product [OH:35][C:24]1[C:23](=[O:22])[N:12]([C:13]2[CH:18]=[N:17][C:16]([CH3:19])=[CH:15][CH:14]=2)[CH:8]([C:7]2[CH:10]=[CH:11][C:4]([CH:1]([CH3:3])[CH3:2])=[CH:5][CH:6]=2)[C:25]=1[C:26](=[O:34])[C:27]1[CH:32]=[CH:31][C:30]([CH3:33])=[CH:29][CH:28]=1, predict the reactants needed to synthesize it. The reactants are: [CH:1]([C:4]1[CH:11]=[CH:10][C:7]([CH:8]=O)=[CH:6][CH:5]=1)([CH3:3])[CH3:2].[NH2:12][C:13]1[CH:14]=[CH:15][C:16]([CH3:19])=[N:17][CH:18]=1.C([O:22][C:23](=O)[C:24]([OH:35])=[CH:25][C:26](=[O:34])[C:27]1[CH:32]=[CH:31][C:30]([CH3:33])=[CH:29][CH:28]=1)C.